From a dataset of Full USPTO retrosynthesis dataset with 1.9M reactions from patents (1976-2016). Predict the reactants needed to synthesize the given product. (1) Given the product [CH3:25][N:17]([CH:15]1[CH2:16][N:13]([C:7]2[C:8]3[N:9]([CH:10]=[N:11][N:12]=3)[C:4]3[CH:3]=[C:2]([CH:28]=[CH2:29])[CH:27]=[N:26][C:5]=3[N:6]=2)[CH2:14]1)[C:18](=[O:24])[O:19][C:20]([CH3:23])([CH3:22])[CH3:21], predict the reactants needed to synthesize it. The reactants are: Br[C:2]1[CH:27]=[N:26][C:5]2[N:6]=[C:7]([N:13]3[CH2:16][CH:15]([N:17]([CH3:25])[C:18](=[O:24])[O:19][C:20]([CH3:23])([CH3:22])[CH3:21])[CH2:14]3)[C:8]3[N:9]([CH:10]=[N:11][N:12]=3)[C:4]=2[CH:3]=1.[CH2:28](C([Sn])=C(CCCC)CCCC)[CH2:29]CC.CC1C=CC=CC=1P(C1C=CC=CC=1C)C1C=CC=CC=1C. (2) Given the product [O:14]1[CH2:13][CH:19]1[C:8]1[CH:9]=[CH:10][C:5]2[O:4][CH2:3][CH2:2][O:1][C:6]=2[CH:7]=1, predict the reactants needed to synthesize it. The reactants are: [O:1]1[C:6]2[CH:7]=[CH:8][CH:9]=[CH:10][C:5]=2[O:4][CH2:3][CH:2]1C=O.[CH3:13][O:14]S([O-])(=O)=O.[CH3:19][S+](C)C.[OH-].[Na+]. (3) Given the product [F:17][C:2]([F:1])([F:16])[C:3]([N:5]1[CH2:6][CH2:7][C:8]2[CH:15]=[CH:14][C:13]([S:19]([Cl:18])(=[O:21])=[O:20])=[CH:12][C:9]=2[CH2:10][CH2:11]1)=[O:4], predict the reactants needed to synthesize it. The reactants are: [F:1][C:2]([F:17])([F:16])[C:3]([N:5]1[CH2:11][CH2:10][C:9]2[CH:12]=[CH:13][CH:14]=[CH:15][C:8]=2[CH2:7][CH2:6]1)=[O:4].[Cl:18][S:19](O)(=[O:21])=[O:20].